This data is from Full USPTO retrosynthesis dataset with 1.9M reactions from patents (1976-2016). The task is: Predict the reactants needed to synthesize the given product. (1) The reactants are: [Al+3].[Cl-].[Cl-].[Cl-].[Cl-].[CH3:6][O:7][C:8](=[O:18])[C:9]1[CH:17]=[CH:16][C:12]([C:13]([OH:15])=O)=[CH:11][CH:10]=1.[CH3:19][O:20][C:21]([C:23]1[CH:24]=[C:25]2[C:29](=[CH:30][CH:31]=1)[NH:28][CH:27]=[CH:26]2)=[O:22].O. Given the product [CH3:19][O:20][C:21]([C:23]1[CH:24]=[C:25]2[C:29](=[CH:30][CH:31]=1)[NH:28][CH:27]=[C:26]2[C:13](=[O:15])[C:12]1[CH:11]=[CH:10][C:9]([C:8]([O:7][CH3:6])=[O:18])=[CH:17][CH:16]=1)=[O:22], predict the reactants needed to synthesize it. (2) Given the product [CH2:3]([O:5][C:6]1[CH:11]=[CH:10][C:9]([N:12]2[C:21](=[O:22])[C:20]3[C:15](=[CH:16][CH:17]=[CH:18][CH:19]=3)[N:14]=[C:13]2[C@H:23]2[CH2:28][N:27]([CH3:1])[CH2:26][CH2:25][N:24]2[C:29](=[O:42])[CH2:30][C:31]2[CH:36]=[CH:35][C:34]([F:37])=[C:33]([C:38]([F:41])([F:39])[F:40])[CH:32]=2)=[CH:8][CH:7]=1)[CH3:4], predict the reactants needed to synthesize it. The reactants are: [CH2:1]=O.[CH2:3]([O:5][C:6]1[CH:11]=[CH:10][C:9]([N:12]2[C:21](=[O:22])[C:20]3[C:15](=[CH:16][CH:17]=[CH:18][CH:19]=3)[N:14]=[C:13]2[C@H:23]2[CH2:28][NH:27][CH2:26][CH2:25][N:24]2[C:29](=[O:42])[CH2:30][C:31]2[CH:36]=[CH:35][C:34]([F:37])=[C:33]([C:38]([F:41])([F:40])[F:39])[CH:32]=2)=[CH:8][CH:7]=1)[CH3:4]. (3) Given the product [C:1]([C:5]1[C:9]([C:11](=[O:13])[CH3:12])=[C:8]([OH:10])[NH:7][N:6]=1)([CH3:4])([CH3:3])[CH3:2], predict the reactants needed to synthesize it. The reactants are: [C:1]([C:5]1[CH:9]=[C:8]([OH:10])[NH:7][N:6]=1)([CH3:4])([CH3:3])[CH3:2].[C:11](OCC)(=[O:13])[CH3:12]. (4) Given the product [CH3:22][C@@H:19]1[CH2:20][CH2:21][N:16]2[C:15](=[O:31])[N:14]=[C:13]([O:11][CH2:10][C:4]3[CH:3]=[C:2]([F:1])[C:7]([F:8])=[C:6]([F:9])[CH:5]=3)[CH:30]=[C:17]2[NH:18]1, predict the reactants needed to synthesize it. The reactants are: [F:1][C:2]1[CH:3]=[C:4]([CH2:10][OH:11])[CH:5]=[C:6]([F:9])[C:7]=1[F:8].Cl[C:13]1[CH:30]=[C:17]2[N:18](C(OC(C)(C)C)=O)[C@H:19]([CH3:22])[CH2:20][CH2:21][N:16]2[C:15](=[O:31])[N:14]=1. (5) Given the product [Cl:31][C:12]1([C:19]2[C:20]([O:25][CH2:26][CH3:27])=[N:21][CH:22]=[CH:23][CH:24]=2)[C:11]2[C:15](=[CH:16][CH:17]=[C:9]([C:7]#[N:8])[CH:10]=2)[NH:14][C:13]1=[O:18], predict the reactants needed to synthesize it. The reactants are: N1C=CC=CC=1.[C:7]([C:9]1[CH:10]=[C:11]2[C:15](=[CH:16][CH:17]=1)[NH:14][C:13](=[O:18])[C:12]2(O)[C:19]1[C:20]([O:25][CH2:26][CH3:27])=[N:21][CH:22]=[CH:23][CH:24]=1)#[N:8].S(Cl)([Cl:31])=O.ClCCl.CO. (6) The reactants are: C([O:3][C:4](=[O:25])[CH:5]([C:13]1[CH:18]=[CH:17][C:16]([S:19]([CH:22]2[CH2:24][CH2:23]2)(=[O:21])=[O:20])=[CH:15][CH:14]=1)[O:6][CH:7]1[CH2:12][CH2:11][O:10][CH2:9][CH2:8]1)C.[OH-].[Li+].C1COCC1.CO. Given the product [CH:22]1([S:19]([C:16]2[CH:15]=[CH:14][C:13]([CH:5]([O:6][CH:7]3[CH2:8][CH2:9][O:10][CH2:11][CH2:12]3)[C:4]([OH:25])=[O:3])=[CH:18][CH:17]=2)(=[O:21])=[O:20])[CH2:24][CH2:23]1, predict the reactants needed to synthesize it.